Dataset: HIV replication inhibition screening data with 41,000+ compounds from the AIDS Antiviral Screen. Task: Binary Classification. Given a drug SMILES string, predict its activity (active/inactive) in a high-throughput screening assay against a specified biological target. (1) The compound is CCC1CC2CN3CCc4c([nH]c5c(-c6c(OC)ccc7c8c([nH]c67)C6(C(=O)OC)CC7CC(CC)C6N(CC8)C7)c(O)ccc45)C(C(=O)OC)(C2)C13. The result is 0 (inactive). (2) The drug is ON=C1C(=Cc2ccc(Oc3ccccc3)cc2)CCCC1C(NO)c1ccc(Oc2ccccc2)cc1. The result is 0 (inactive). (3) The drug is COc1cnnc2c(C)c(-c3ccccc3)nn12. The result is 0 (inactive). (4) The molecule is O=C1C(=Cc2ccccc2)CCCC12C(c1ccccc1)N2Cc1ccccc1. The result is 0 (inactive). (5) The drug is CC(=O)N1C(C(=O)O)CSC1c1ccncc1. The result is 0 (inactive). (6) The molecule is N#Cc1c(N=C2CCCCC2)c(C(=O)Nc2ccccc2)n2c1CCC2. The result is 0 (inactive). (7) The drug is CCCCCCCC(O)CC(=O)NC(CC(C)C)C(=O)NC(CCC(=O)O)C(=O)NC1C(=O)NC(C(C)C)C(=O)NC(CC(C)C)C(=O)NC(CO)C(=O)NC(CC(C)C)C(=O)NC(CO)C(=O)NC(C(C)CC)C(=O)OC1C. The result is 1 (active). (8) The compound is Cc1cc2c(c(=O)o1)C1=S(SC(c3ccccc3)=C1)S2. The result is 1 (active).